From a dataset of Reaction yield outcomes from USPTO patents with 853,638 reactions. Predict the reaction yield, written as a fraction of the theoretical maximum amount of product (1.0 means a 100% yield; for example, 0.34 means a 34% yield). (1) The reactants are [CH3:1][C:2]1([CH3:17])[CH2:6][C:5]2=[C:7]([C:14]([O-:16])=[O:15])[CH:8]=[CH:9][C:10]([N+:11]([O-])=O)=[C:4]2[O:3]1.[C:18](=O)([O-])[O-].[Na+].[Na+].C(=O)(O)[O-].[Na+]. The catalyst is C(O)(=O)C.[Fe]. The product is [NH2:11][C:10]1[CH:9]=[CH:8][C:7]([C:14]([O:16][CH3:18])=[O:15])=[C:5]2[C:4]=1[O:3][C:2]([CH3:17])([CH3:1])[CH2:6]2. The yield is 0.746. (2) The reactants are C([NH:9][C:10]([NH:12][C:13]1[CH:18]=[C:17]([I:19])[CH:16]=[C:15]([Br:20])[CH:14]=1)=[S:11])(=O)C1C=CC=CC=1.C[O-].[Na+]. The catalyst is CO. The product is [Br:20][C:15]1[CH:14]=[C:13]([NH:12][C:10]([NH2:9])=[S:11])[CH:18]=[C:17]([I:19])[CH:16]=1. The yield is 0.890. (3) The reactants are [C:1]([CH2:3][C:4]([NH2:6])=[S:5])#[N:2].[C:7](Cl)(=[O:9])[CH3:8].O.Cl. The catalyst is N1C=CC=CC=1. The product is [C:1]([CH:3]([C:7](=[O:9])[CH3:8])[C:4]([NH2:6])=[S:5])#[N:2]. The yield is 0.660. (4) The reactants are C([NH:5][S:6]([C:9]1[S:10][C:11]([C:14]2[N:19]=[C:18]([NH:20][C:21]3[CH:25]=[C:24]([CH:26]4[CH2:28][CH2:27]4)[NH:23][N:22]=3)[CH:17]=[CH:16][N:15]=2)=[CH:12][CH:13]=1)(=[O:8])=[O:7])(C)(C)C.B(Cl)(Cl)Cl.C(Cl)Cl.O. The catalyst is C(Cl)Cl. The product is [CH:26]1([C:24]2[NH:23][N:22]=[C:21]([NH:20][C:18]3[CH:17]=[CH:16][N:15]=[C:14]([C:11]4[S:10][C:9]([S:6]([NH2:5])(=[O:7])=[O:8])=[CH:13][CH:12]=4)[N:19]=3)[CH:25]=2)[CH2:28][CH2:27]1. The yield is 0.196. (5) The reactants are Cl[C:2]1[C:3]([C:10]([O:12][CH3:13])=[O:11])=[N:4][N:5]([CH3:9])[C:6](=[O:8])[CH:7]=1.[F:14][C:15]1[CH:21]=[C:20]([S:22][CH3:23])[CH:19]=[CH:18][C:16]=1[NH2:17].C1C=CC(P(C2C(C3C(P(C4C=CC=CC=4)C4C=CC=CC=4)=CC=C4C=3C=CC=C4)=C3C(C=CC=C3)=CC=2)C2C=CC=CC=2)=CC=1.C([O-])([O-])=O.[Cs+].[Cs+].N#N. The catalyst is C1(C)C=CC=CC=1.CCOC(C)=O.CC([O-])=O.CC([O-])=O.[Pd+2]. The product is [F:14][C:15]1[CH:21]=[C:20]([S:22][CH3:23])[CH:19]=[CH:18][C:16]=1[NH:17][C:2]1[C:3]([C:10]([O:12][CH3:13])=[O:11])=[N:4][N:5]([CH3:9])[C:6](=[O:8])[CH:7]=1. The yield is 0.420.